Dataset: Full USPTO retrosynthesis dataset with 1.9M reactions from patents (1976-2016). Task: Predict the reactants needed to synthesize the given product. (1) Given the product [Br:15][CH2:11][CH2:10][CH2:9][C:3]1[C:2]([F:1])=[CH:7][CH:6]=[CH:5][C:4]=1[F:8], predict the reactants needed to synthesize it. The reactants are: [F:1][C:2]1[CH:7]=[CH:6][CH:5]=[C:4]([F:8])[C:3]=1[CH2:9][CH2:10][CH2:11]O.S(Br)([Br:15])=O. (2) Given the product [F:21][C:22]1[CH:30]=[C:29]2[C:25]([C:26]([C:40]3[C:41]([CH3:56])=[N:42][N:43]([CH2:46][CH:47]4[CH2:52][CH2:51][N:50]([C:53]([O:55][C:5]([CH3:9])([CH3:6])[CH3:4])=[O:54])[CH2:49][CH2:48]4)[C:44]=3[CH3:45])=[CH:27][NH:28]2)=[CH:24][CH:23]=1, predict the reactants needed to synthesize it. The reactants are: FC1C=[C:9]2[C:5]([C:6](I)=CN2S(C2C=CC=CC=2)(=O)=O)=[CH:4]C=1.[F:21][C:22]1[CH:30]=[C:29]2[C:25]([C:26]([C:40]3[C:41]([CH3:56])=[N:42][N:43]([CH2:46][CH:47]4[CH2:52][CH2:51][N:50]([C:53]([O-:55])=[O:54])[CH2:49][CH2:48]4)[C:44]=3[CH3:45])=[CH:27][N:28]2S(C2C=CC=CC=2)(=O)=O)=[CH:24][CH:23]=1. (3) The reactants are: [N:1]1([CH2:7][C@@H:8]2[CH2:13][CH2:12][CH2:11][CH2:10][C@H:9]2[NH2:14])[CH2:6][CH2:5][CH2:4][CH2:3][CH2:2]1.[F:15][C:16]1[CH:24]=[CH:23][C:19]([C:20](Cl)=[O:21])=[CH:18][CH:17]=1.C(N(C(C)C)CC)(C)C. Given the product [F:15][C:16]1[CH:24]=[CH:23][C:19]([C:20]([NH:14][C@@H:9]2[CH2:10][CH2:11][CH2:12][CH2:13][C@H:8]2[CH2:7][N:1]2[CH2:6][CH2:5][CH2:4][CH2:3][CH2:2]2)=[O:21])=[CH:18][CH:17]=1, predict the reactants needed to synthesize it. (4) The reactants are: [Cl:1][C:2]1[CH:7]=[CH:6][CH:5]=[C:4]([NH2:8])[C:3]=1[NH2:9].CO[C:12]1C(OC)=C[C:15]2[NH:16][C:17](CCCNC)=N[C:14]=2[CH:13]=1. Given the product [Cl:1][C:2]1[C:3]2[N:9]=[C:12]([CH2:13][CH2:14][CH2:15][NH:16][CH3:17])[NH:8][C:4]=2[CH:5]=[CH:6][CH:7]=1, predict the reactants needed to synthesize it. (5) Given the product [C:18]1([C:16]2[N:17]=[C:11]3[CH:10]=[C:9]([NH:8][C:7]([C:6]4[N:2]([CH3:1])[N:3]=[CH:4][C:5]=4[C:25]([N:28]4[CH2:31][CH2:30][CH2:29]4)=[O:27])=[O:24])[CH:14]=[CH:13][N:12]3[N:15]=2)[CH:19]=[CH:20][CH:21]=[CH:22][CH:23]=1, predict the reactants needed to synthesize it. The reactants are: [CH3:1][N:2]1[C:6]([C:7](=[O:24])[NH:8][C:9]2[CH:14]=[CH:13][N:12]3[N:15]=[C:16]([C:18]4[CH:23]=[CH:22][CH:21]=[CH:20][CH:19]=4)[N:17]=[C:11]3[CH:10]=2)=[C:5]([C:25]([OH:27])=O)[CH:4]=[N:3]1.[NH:28]1[CH2:31][CH2:30][CH2:29]1.CCCP(=O)=O. (6) Given the product [N:1]1([CH2:6][CH2:7][CH2:8][NH:9][C:10]([C:12]2[CH:21]=[CH:20][C:19]3[C:14](=[C:15]([C:27]4[CH:28]=[CH:29][C:24]([Cl:23])=[CH:25][CH:26]=4)[CH:16]=[N:17][CH:18]=3)[N:13]=2)=[O:11])[CH:5]=[CH:4][N:3]=[CH:2]1, predict the reactants needed to synthesize it. The reactants are: [N:1]1([CH2:6][CH2:7][CH2:8][NH:9][C:10]([C:12]2[CH:21]=[CH:20][C:19]3[C:14](=[C:15](Br)[CH:16]=[N:17][CH:18]=3)[N:13]=2)=[O:11])[CH:5]=[CH:4][N:3]=[CH:2]1.[Cl:23][C:24]1[CH:29]=[CH:28][C:27](B(O)O)=[CH:26][CH:25]=1.C(=O)([O-])[O-].[Cs+].[Cs+]. (7) Given the product [Br:1][C:2]1[C:3]([O:14][CH3:15])=[CH:4][C:5]([Cl:13])=[C:6]([C:8]([CH3:12])([CH3:11])[CH:9]=[O:29])[CH:7]=1, predict the reactants needed to synthesize it. The reactants are: [Br:1][C:2]1[C:3]([O:14][CH3:15])=[CH:4][C:5]([Cl:13])=[C:6]([C:8]([CH3:12])([CH3:11])[C:9]#N)[CH:7]=1.CC(C[AlH]CC(C)C)C.Cl.C1C[O:29]CC1. (8) Given the product [F:1][C:2]([F:20])([F:19])[O:3][C:4]1[CH:9]=[CH:8][CH:7]=[CH:6][C:5]=1[C:10]1[CH:11]=[C:12]([C:13]2[N:27]=[CH:29][NH:22][N:15]=2)[CH:16]=[CH:17][CH:18]=1, predict the reactants needed to synthesize it. The reactants are: [F:1][C:2]([F:20])([F:19])[O:3][C:4]1[CH:9]=[CH:8][CH:7]=[CH:6][C:5]=1[C:10]1[CH:11]=[C:12]([CH:16]=[CH:17][CH:18]=1)[C:13]([NH2:15])=O.O.[NH2:22]N.COC(OC)[N:27]([CH3:29])C. (9) Given the product [C:19]1([CH2:18][C@H:2]([NH:1][CH2:32][CH2:33][CH:29]2[CH2:47][CH2:46][O:31][CH2:30][CH2:28]2)[C:3]([NH:5][C:6]2[CH:11]=[CH:10][CH:9]=[C:8]([C:12]3[CH:13]=[CH:14][N:15]=[CH:16][CH:17]=3)[CH:7]=2)=[O:4])[CH:24]=[CH:23][CH:22]=[CH:21][CH:20]=1, predict the reactants needed to synthesize it. The reactants are: [NH2:1][C@@H:2]([CH2:18][C:19]1[CH:24]=[CH:23][CH:22]=[CH:21][CH:20]=1)[C:3]([NH:5][C:6]1[CH:11]=[CH:10][CH:9]=[C:8]([C:12]2[CH:17]=[CH:16][N:15]=[CH:14][CH:13]=2)[CH:7]=1)=[O:4].S1[CH:29]=[C:28]([CH:30]=[O:31])N=C1.[C:32](O[BH-](OC(=O)C)OC(=O)C)(=O)[CH3:33].[Na+].[CH3:46][CH2:47]N(C(C)C)C(C)C. (10) Given the product [Br:1][C:2]1[N:3]=[C:4]([CH2:21][CH3:22])[C:5]([NH:10][CH:11]2[C:19]3[C:14](=[CH:15][CH:16]=[CH:17][CH:18]=3)[O:23][CH2:13][CH2:12]2)=[N:6][C:7]=1[CH2:8][CH3:9], predict the reactants needed to synthesize it. The reactants are: [Br:1][C:2]1[N:3]=[C:4]([CH2:21][CH3:22])[C:5]([NH:10][C@@H:11]2[C:19]3[C:14](=[CH:15][CH:16]=[CH:17][CH:18]=3)[CH2:13][C@@H:12]2O)=[N:6][C:7]=1[CH2:8][CH3:9].[O:23]1C2C(=CC=CC=2)C(NC2C(CC)=NC=C(CC)N=2)CC1.